This data is from Full USPTO retrosynthesis dataset with 1.9M reactions from patents (1976-2016). The task is: Predict the reactants needed to synthesize the given product. (1) Given the product [CH3:1][O:2][C:3]([C:5]1[C:6]([CH2:13][Br:14])=[N:7][C:8]([Cl:12])=[CH:9][C:10]=1[CH3:11])=[O:4], predict the reactants needed to synthesize it. The reactants are: [CH3:1][O:2][C:3]([C:5]1[C:6]([CH3:13])=[N:7][C:8]([Cl:12])=[CH:9][C:10]=1[CH3:11])=[O:4].[Br:14]N1C(=O)CCC1=O.CC(N=NC(C#N)(C)C)(C#N)C.C(O)(=O)C. (2) Given the product [Cl:9][C:10]1[CH:15]=[CH:14][C:13]([CH2:16][C:17]([C:6]2[CH:7]=[CH:8][C:1]([OH:2])=[CH:3][C:4]=2[OH:5])=[O:18])=[CH:12][CH:11]=1, predict the reactants needed to synthesize it. The reactants are: [C:1]1([CH:8]=[CH:7][CH:6]=[C:4]([OH:5])[CH:3]=1)[OH:2].[Cl:9][C:10]1[CH:15]=[CH:14][C:13]([CH2:16][C:17](O)=[O:18])=[CH:12][CH:11]=1.B(F)(F)F.CCOCC.C([O-])(=O)C.[Na+]. (3) Given the product [NH2:1][C:2]1[CH:10]=[CH:9][C:8]([C:11]#[N:12])=[CH:7][C:3]=1[C:4]([O:6][CH2:24][C:25]1[CH:30]=[CH:29][CH:28]=[CH:27][CH:26]=1)=[O:5], predict the reactants needed to synthesize it. The reactants are: [NH2:1][C:2]1[CH:10]=[CH:9][C:8]([C:11]#[N:12])=[CH:7][C:3]=1[C:4]([OH:6])=[O:5].C(=O)([O-])[O-].[Cs+].[Cs+].CN(C=O)C.[CH2:24](Br)[C:25]1[CH:30]=[CH:29][CH:28]=[CH:27][CH:26]=1. (4) Given the product [NH:20]1[CH2:19][CH:18]([NH:17][C:15](=[O:16])[CH2:14][NH:13][C:6]2[C:5]3[C:10](=[CH:11][CH:12]=[C:3]([C:2]([F:1])([F:30])[F:29])[CH:4]=3)[N:9]=[N:8][CH:7]=2)[CH2:21]1, predict the reactants needed to synthesize it. The reactants are: [F:1][C:2]([F:30])([F:29])[C:3]1[CH:4]=[C:5]2[C:10](=[CH:11][CH:12]=1)[N:9]=[N:8][CH:7]=[C:6]2[NH:13][CH2:14][C:15]([NH:17][CH:18]1[CH2:21][N:20](C(OC(C)(C)C)=O)[CH2:19]1)=[O:16]. (5) Given the product [F:23][C:20]1[CH:21]=[CH:22][C:14]([S:13][C:5]2[C:6]([N+:10]([O-:12])=[O:11])=[CH:7][CH:8]=[CH:9][C:4]=2[CH2:1][OH:2])=[C:15]([CH2:16][OH:17])[CH:19]=1, predict the reactants needed to synthesize it. The reactants are: [C:1]([C:4]1[CH:9]=[CH:8][CH:7]=[C:6]([N+:10]([O-:12])=[O:11])[C:5]=1[S:13][C:14]1[CH:22]=[CH:21][C:20]([F:23])=[CH:19][C:15]=1[C:16](O)=[O:17])(O)=[O:2].CO. (6) Given the product [F:16][C:17]1[CH:18]=[C:19]([CH:23]=[C:24]([F:27])[C:25]=1[F:26])[C:20]([NH:1][C:2]1[C:10]2[NH:9][C:8](=[O:11])[NH:7][C:6]=2[CH:5]=[C:4]([C:12]([F:15])([F:14])[F:13])[CH:3]=1)=[O:21], predict the reactants needed to synthesize it. The reactants are: [NH2:1][C:2]1[C:10]2[NH:9][C:8](=[O:11])[NH:7][C:6]=2[CH:5]=[C:4]([C:12]([F:15])([F:14])[F:13])[CH:3]=1.[F:16][C:17]1[CH:18]=[C:19]([CH:23]=[C:24]([F:27])[C:25]=1[F:26])[C:20](O)=[O:21].